Dataset: Catalyst prediction with 721,799 reactions and 888 catalyst types from USPTO. Task: Predict which catalyst facilitates the given reaction. (1) Reactant: [CH3:1][O:2][C:3](=[O:25])[CH:4]([F:24])[CH2:5][C:6]1[CH:11]=[C:10]([Cl:12])[C:9]([O:13][C:14]2[CH:19]=[CH:18][C:17]([N+:20]([O-])=O)=[CH:16][CH:15]=2)=[C:8]([Cl:23])[CH:7]=1. Product: [CH3:1][O:2][C:3](=[O:25])[CH:4]([F:24])[CH2:5][C:6]1[CH:7]=[C:8]([Cl:23])[C:9]([O:13][C:14]2[CH:19]=[CH:18][C:17]([NH2:20])=[CH:16][CH:15]=2)=[C:10]([Cl:12])[CH:11]=1. The catalyst class is: 458. (2) Reactant: Br[C:2]1[CH:3]=[C:4]([CH2:7][CH:8]2[CH2:10][CH2:9]2)[S:5][CH:6]=1.[O:11]=[S:12]1(=[O:39])[CH2:17][CH2:16][CH:15]([C:18]2[C:26]3[C:21](=[C:22](C(N)=O)[CH:23]=[C:24](B4OC(C)(C)C(C)(C)O4)[CH:25]=3)[NH:20][CH:19]=2)[CH2:14][CH2:13]1.C([O-])([O-])=O.[K+].[K+].C(Cl)Cl. Product: [CH:8]1([CH2:7][C:4]2[S:5][CH:6]=[C:2]([C:24]3[CH:25]=[C:26]4[C:21](=[CH:22][CH:23]=3)[NH:20][CH:19]=[C:18]4[CH:15]3[CH2:16][CH2:17][S:12](=[O:11])(=[O:39])[CH2:13][CH2:14]3)[CH:3]=2)[CH2:10][CH2:9]1. The catalyst class is: 38. (3) Reactant: [NH2:1][C:2]1[C:7]([N+:8]([O-:10])=[O:9])=[C:6]([N:11]2[CH2:16][CH2:15][N:14](C(OC(C)(C)C)=O)[CH2:13][CH2:12]2)[C:5]([Br:24])=[CH:4][N:3]=1.C(O)(C(F)(F)F)=O.N1C=CC=CC=1.[C:38]1([S:44](Cl)(=[O:46])=[O:45])[CH:43]=[CH:42][CH:41]=[CH:40][CH:39]=1. Product: [Br:24][C:5]1[C:6]([N:11]2[CH2:12][CH2:13][N:14]([S:44]([C:38]3[CH:43]=[CH:42][CH:41]=[CH:40][CH:39]=3)(=[O:46])=[O:45])[CH2:15][CH2:16]2)=[C:7]([N+:8]([O-:10])=[O:9])[C:2]([NH2:1])=[N:3][CH:4]=1. The catalyst class is: 2. (4) Reactant: [C:1]([O:5][C:6]([NH:8][C@@H:9]1[CH2:13][CH2:12][C@H:11]([C:14]([OH:16])=O)[CH2:10]1)=[O:7])([CH3:4])([CH3:3])[CH3:2].[NH2:17][C:18]1[CH:27]=[CH:26][C:25]2[C:20](=[CH:21][CH:22]=[CH:23][CH:24]=2)[N:19]=1.C1C=CC2N(O)N=NC=2C=1.C(N(C(C)C)CC)(C)C. Product: [C:1]([O:5][C:6](=[O:7])[NH:8][C@H:9]1[CH2:13][CH2:12][C@@H:11]([C:14](=[O:16])[NH:17][C:18]2[CH:27]=[CH:26][C:25]3[C:20](=[CH:21][CH:22]=[CH:23][CH:24]=3)[N:19]=2)[CH2:10]1)([CH3:2])([CH3:3])[CH3:4]. The catalyst class is: 39. (5) The catalyst class is: 27. Reactant: [CH2:1]([N:8]1[C:16]([C:17]2[CH:33]=[CH:32][C:20]([O:21][C:22]3[CH:23]=[C:24]([CH:29]=[CH:30][CH:31]=3)[C:25](OC)=[O:26])=[CH:19][CH:18]=2)=[C:15]2[C:10]([C:11]([C:34]([F:37])([F:36])[F:35])=[CH:12][CH:13]=[CH:14]2)=[N:9]1)[C:2]1[CH:7]=[CH:6][CH:5]=[CH:4][CH:3]=1.[H-].[H-].[H-].[H-].[Li+].[Al+3]. Product: [CH2:1]([N:8]1[C:16]([C:17]2[CH:33]=[CH:32][C:20]([O:21][C:22]3[CH:23]=[C:24]([CH2:25][OH:26])[CH:29]=[CH:30][CH:31]=3)=[CH:19][CH:18]=2)=[C:15]2[C:10]([C:11]([C:34]([F:36])([F:37])[F:35])=[CH:12][CH:13]=[CH:14]2)=[N:9]1)[C:2]1[CH:7]=[CH:6][CH:5]=[CH:4][CH:3]=1. (6) Product: [CH3:4][N:5]1[C:9]([CH2:10][N:11]2[CH2:15][CH:14]([CH2:16][CH2:17][CH3:18])[CH2:13][C:12]2=[O:19])=[CH:8][N:7]=[C:6]1[C:2]#[N:1]. Reactant: [N:1]#[C:2]Br.[CH3:4][N:5]1[C:9]([CH2:10][N:11]2[CH2:15][CH:14]([CH2:16][CH2:17][CH3:18])[CH2:13][C:12]2=[O:19])=[CH:8][N:7]=[CH:6]1. The catalyst class is: 241. (7) Reactant: [O:1]=[C:2]1[NH:8][C:7]2[CH:9]=[CH:10][CH:11]=[CH:12][C:6]=2[O:5][CH:4]([C:13]2[CH:18]=[CH:17][CH:16]=[CH:15][CH:14]=2)[CH:3]1[NH:19]C(=O)OC(C)(C)C.[ClH:27].C(OCC)C. Product: [Cl-:27].[O:1]=[C:2]1[NH:8][C:7]2[CH:9]=[CH:10][CH:11]=[CH:12][C:6]=2[O:5][CH:4]([C:13]2[CH:14]=[CH:15][CH:16]=[CH:17][CH:18]=2)[CH:3]1[NH3+:19]. The catalyst class is: 12.